This data is from Forward reaction prediction with 1.9M reactions from USPTO patents (1976-2016). The task is: Predict the product of the given reaction. (1) Given the reactants C(OC([N:8]1[CH2:13][CH2:12][CH2:11][C@H:10]([O:14][NH:15][C:16]([C@@H:18]2[CH2:24][CH2:23][C@@H:22]3[CH2:25][N:19]2[C:20](=[O:31])[N:21]3[O:26][S:27]([O-:30])(=[O:29])=[O:28])=[O:17])[CH2:9]1)=O)(C)(C)C.C([N+](CCCC)(CCCC)CCCC)CCC.FC(F)(F)C(O)=O, predict the reaction product. The product is: [O:31]=[C:20]1[N:19]2[CH2:25][C@@H:22]([CH2:23][CH2:24][C@H:18]2[C:16]([NH:15][O:14][C@H:10]2[CH2:11][CH2:12][CH2:13][NH:8][CH2:9]2)=[O:17])[N:21]1[O:26][S:27]([OH:30])(=[O:29])=[O:28]. (2) Given the reactants [C:1]([C:3]1[N:4]=[CH:5][C:6]([NH:9][C:10]2[CH:15]=[C:14]([NH:16][CH2:17][C@H:18]3[O:23][CH2:22][CH2:21][N:20](C(OC(C)(C)C)=O)[CH2:19]3)[C:13]([C:31]([F:34])([F:33])[F:32])=[CH:12][N:11]=2)=[N:7][CH:8]=1)#[N:2].FC(F)(F)C(O)=O.C([SiH](C(C)C)C(C)C)(C)C, predict the reaction product. The product is: [NH:20]1[CH2:21][CH2:22][O:23][C@H:18]([CH2:17][NH:16][C:14]2[C:13]([C:31]([F:32])([F:34])[F:33])=[CH:12][N:11]=[C:10]([NH:9][C:6]3[N:7]=[CH:8][C:3]([C:1]#[N:2])=[N:4][CH:5]=3)[CH:15]=2)[CH2:19]1. (3) Given the reactants [CH2:1]([C:3]1([C:13](OC)=[O:14])[CH2:12][CH2:11][C:6]2([O:10][CH2:9][CH2:8][O:7]2)[CH2:5][CH2:4]1)[CH3:2].[H-].[Al+3].[Li+].[H-].[H-].[H-].O.[OH-].[Na+], predict the reaction product. The product is: [CH2:1]([C:3]1([CH2:13][OH:14])[CH2:12][CH2:11][C:6]2([O:7][CH2:8][CH2:9][O:10]2)[CH2:5][CH2:4]1)[CH3:2]. (4) Given the reactants [CH3:1][C:2]1([CH3:11])[O:7][C:6](=[O:8])[CH:5]([CH3:9])[C:4](=[O:10])[O:3]1.CN(C)C=O.C(=O)([O-])[O-].[K+].[K+].[CH2:23](Br)[C:24]1[CH:29]=[CH:28][CH:27]=[CH:26][CH:25]=1, predict the reaction product. The product is: [CH2:23]([C:5]1([CH3:9])[C:4](=[O:10])[O:3][C:2]([CH3:1])([CH3:11])[O:7][C:6]1=[O:8])[C:24]1[CH:29]=[CH:28][CH:27]=[CH:26][CH:25]=1. (5) Given the reactants C(OC(=O)[NH:7][CH:8]([C:15]1[CH:20]=[CH:19][C:18]([O:21][C:22]([F:25])([F:24])[F:23])=[CH:17][CH:16]=1)[CH2:9][N:10]1[CH2:14][CH2:13][CH2:12][CH2:11]1)(C)(C)C.[ClH:27].C(OCC)(=O)C, predict the reaction product. The product is: [ClH:27].[N:10]1([CH2:9][CH:8]([C:15]2[CH:20]=[CH:19][C:18]([O:21][C:22]([F:23])([F:24])[F:25])=[CH:17][CH:16]=2)[NH2:7])[CH2:14][CH2:13][CH2:12][CH2:11]1. (6) Given the reactants [CH3:1][C:2]([Si:5](Cl)([CH3:7])[CH3:6])([CH3:4])[CH3:3].[OH:9][CH2:10][CH2:11][CH2:12][CH2:13][CH2:14][C:15]([O:17][CH3:18])=[O:16].N1C=CN=C1.O, predict the reaction product. The product is: [Si:5]([O:9][CH2:10][CH2:11][CH2:12][CH2:13][CH2:14][C:15]([O:17][CH3:18])=[O:16])([C:2]([CH3:4])([CH3:3])[CH3:1])([CH3:7])[CH3:6]. (7) Given the reactants [C:1]([C:3]([C:6]1[CH:7]=[C:8]([CH:29]=[CH:30][CH:31]=1)[C:9]([NH:11][C:12]1[CH:17]=[C:16]([O:18][C:19]2[CH:24]=[CH:23][C:22]([N+:25]([O-])=O)=[CH:21][CH:20]=2)[CH:15]=[CH:14][C:13]=1[CH3:28])=[O:10])([CH3:5])[CH3:4])#[N:2].[Cl-].[Ca+2].[Cl-].O, predict the reaction product. The product is: [NH2:25][C:22]1[CH:23]=[CH:24][C:19]([O:18][C:16]2[CH:15]=[CH:14][C:13]([CH3:28])=[C:12]([NH:11][C:9](=[O:10])[C:8]3[CH:29]=[CH:30][CH:31]=[C:6]([C:3]([C:1]#[N:2])([CH3:5])[CH3:4])[CH:7]=3)[CH:17]=2)=[CH:20][CH:21]=1. (8) Given the reactants [NH:1]1[C:5]2=[N:6][CH:7]=[CH:8][CH:9]=[C:4]2[C:3](/[CH:10]=[C:11]2\[O:12][C:13]3[C:20]([CH2:21][N:22]4[CH2:27][CH2:26][N:25](C(OC(C)(C)C)=O)[CH2:24][CH2:23]4)=[C:19]([O:35][CH3:36])[CH:18]=[CH:17][C:14]=3[C:15]\2=[O:16])=[CH:2]1.FC(F)(F)C(O)=O, predict the reaction product. The product is: [NH:1]1[C:5]2=[N:6][CH:7]=[CH:8][CH:9]=[C:4]2[C:3](/[CH:10]=[C:11]2\[O:12][C:13]3[C:20]([CH2:21][N:22]4[CH2:23][CH2:24][NH:25][CH2:26][CH2:27]4)=[C:19]([O:35][CH3:36])[CH:18]=[CH:17][C:14]=3[C:15]\2=[O:16])=[CH:2]1.